This data is from Peptide-MHC class II binding affinity with 134,281 pairs from IEDB. The task is: Regression. Given a peptide amino acid sequence and an MHC pseudo amino acid sequence, predict their binding affinity value. This is MHC class II binding data. (1) The peptide sequence is QGVADAYITLVTLPK. The MHC is DRB1_0701 with pseudo-sequence DRB1_0701. The binding affinity (normalized) is 0.411. (2) The peptide sequence is QATFMVFQALAQYQKDAP. The MHC is DRB1_0101 with pseudo-sequence DRB1_0101. The binding affinity (normalized) is 0.202. (3) The peptide sequence is ILRQLLTGGVKKGRPSLKLQ. The MHC is DRB1_0802 with pseudo-sequence DRB1_0802. The binding affinity (normalized) is 0.487. (4) The peptide sequence is GSCWAFSGVAATESA. The MHC is HLA-DQA10501-DQB10201 with pseudo-sequence HLA-DQA10501-DQB10201. The binding affinity (normalized) is 0.577. (5) The peptide sequence is CLKDRMNFDIPEEIK. The MHC is DRB1_1501 with pseudo-sequence DRB1_1501. The binding affinity (normalized) is 0.0989. (6) The peptide sequence is SSKLNKFISPKSVIG. The MHC is DRB5_0101 with pseudo-sequence DRB5_0101. The binding affinity (normalized) is 0.609. (7) The peptide sequence is SVCNKVKGLKVFNTR. The MHC is DRB1_1302 with pseudo-sequence DRB1_1302. The binding affinity (normalized) is 0.442.